Dataset: Full USPTO retrosynthesis dataset with 1.9M reactions from patents (1976-2016). Task: Predict the reactants needed to synthesize the given product. (1) Given the product [CH3:20][C:18]1[N:17]=[C:16]2[C:12]([N:13]=[CH:14][NH:15]2)=[C:11]([C:10]2[N:5]3[CH:6]=[CH:7][CH:8]=[CH:9][C:4]3=[N:3][C:2]=2[NH:21][C:22]2[CH:23]=[C:24]([OH:28])[CH:25]=[CH:26][CH:27]=2)[N:19]=1, predict the reactants needed to synthesize it. The reactants are: Cl[C:2]1[N:3]=[C:4]2[CH:9]=[CH:8][CH:7]=[CH:6][N:5]2[C:10]=1[C:11]1[N:19]=[C:18]([CH3:20])[N:17]=[C:16]2[C:12]=1[N:13]=[CH:14][NH:15]2.[NH2:21][C:22]1[CH:23]=[C:24]([OH:28])[CH:25]=[CH:26][CH:27]=1.C(O)C. (2) Given the product [C:1]([C:5]1[CH:10]=[CH:9][C:8]([N:11]2[C:19]3[C:14](=[CH:15][CH:16]=[CH:17][CH:18]=3)[C:13]([CH:20]=[O:21])=[C:12]2[N:23]2[CH2:28][CH2:27][CH2:26][CH2:25][CH2:24]2)=[CH:7][CH:6]=1)([CH3:4])([CH3:3])[CH3:2], predict the reactants needed to synthesize it. The reactants are: [C:1]([C:5]1[CH:10]=[CH:9][C:8]([N:11]2[C:19]3[C:14](=[CH:15][CH:16]=[CH:17][CH:18]=3)[C:13]([CH:20]=[O:21])=[C:12]2Cl)=[CH:7][CH:6]=1)([CH3:4])([CH3:3])[CH3:2].[NH:23]1[CH2:28][CH2:27][CH2:26][CH2:25][CH2:24]1. (3) The reactants are: NC1C([N+]([O-])=O)=C(N2CCN(CC(NC3SC=CN=3)=O)CC2)C(Cl)=CN=1.[NH2:27][C:28]1[C:33]([N+:34]([O-:36])=[O:35])=[C:32](Cl)[C:31]([Cl:38])=[CH:30][N:29]=1.[C:39]1([CH:45]([N:47]2[CH2:52][CH2:51][NH:50][CH2:49][CH2:48]2)[CH3:46])[CH:44]=[CH:43][CH:42]=[CH:41][CH:40]=1. Given the product [Cl:38][C:31]1[C:32]([N:50]2[CH2:51][CH2:52][N:47]([CH:45]([C:39]3[CH:44]=[CH:43][CH:42]=[CH:41][CH:40]=3)[CH3:46])[CH2:48][CH2:49]2)=[C:33]([N+:34]([O-:36])=[O:35])[C:28]([NH2:27])=[N:29][CH:30]=1, predict the reactants needed to synthesize it. (4) Given the product [Cl:1][C:2]1[CH:3]=[CH:4][C:5]([C:8]2[N:9]=[C:10]([CH2:26][C:27]#[N:28])[C:11]([C:21]([OH:23])=[O:22])=[N:12][C:13]=2[C:14]2[CH:19]=[CH:18][C:17]([Cl:20])=[CH:16][CH:15]=2)=[CH:6][CH:7]=1, predict the reactants needed to synthesize it. The reactants are: [Cl:1][C:2]1[CH:7]=[CH:6][C:5]([C:8]2[N:9]=[C:10]([CH2:26][C:27]#[N:28])[C:11]([C:21]([O:23]CC)=[O:22])=[N:12][C:13]=2[C:14]2[CH:19]=[CH:18][C:17]([Cl:20])=[CH:16][CH:15]=2)=[CH:4][CH:3]=1.[OH-].[Li+].O. (5) Given the product [N:22]1[CH:23]=[CH:24][CH:25]=[CH:26][C:21]=1/[CH:19]=[CH:20]/[C:2]1[C:10]2[C:5](=[CH:6][C:7]([CH:11]=[O:12])=[CH:8][CH:9]=2)[N:4]([CH:13]2[CH2:18][CH2:17][CH2:16][CH2:15][O:14]2)[N:3]=1, predict the reactants needed to synthesize it. The reactants are: I[C:2]1[C:10]2[C:5](=[CH:6][C:7]([CH:11]=[O:12])=[CH:8][CH:9]=2)[N:4]([CH:13]2[CH2:18][CH2:17][CH2:16][CH2:15][O:14]2)[N:3]=1.[CH:19]([C:21]1[CH:26]=[CH:25][CH:24]=[CH:23][N:22]=1)=[CH2:20].CCN(C(C)C)C(C)C.CC1C=CC=CC=1P(C1C=CC=CC=1C)C1C=CC=CC=1C. (6) The reactants are: [C:1]([CH:4]1[S:9][CH2:8][CH2:7][N:6]([C:10]([O:12][C:13]([CH3:16])([CH3:15])[CH3:14])=[O:11])[CH2:5]1)(=O)[NH2:2].B. Given the product [NH2:2][CH2:1][CH:4]1[S:9][CH2:8][CH2:7][N:6]([C:10]([O:12][C:13]([CH3:16])([CH3:15])[CH3:14])=[O:11])[CH2:5]1, predict the reactants needed to synthesize it. (7) Given the product [C:32]([C:28]1[C:27]([Cl:35])=[C:26]([O:25][C:24]2[CH:36]=[CH:37][C:21]([NH:20][C:11]([C:10]3[C:2](=[O:1])[N:3]([C:14]4[CH:15]=[CH:16][CH:17]=[CH:18][CH:19]=4)[N:4]4[CH2:9][CH2:8][CH2:7][CH2:6][C:5]=34)=[O:13])=[CH:22][CH:23]=2)[CH:31]=[CH:30][N:29]=1)(=[O:33])[NH2:34], predict the reactants needed to synthesize it. The reactants are: [O:1]=[C:2]1[C:10]([C:11]([OH:13])=O)=[C:5]2[CH2:6][CH2:7][CH2:8][CH2:9][N:4]2[N:3]1[C:14]1[CH:19]=[CH:18][CH:17]=[CH:16][CH:15]=1.[NH2:20][C:21]1[CH:37]=[CH:36][C:24]([O:25][C:26]2[CH:31]=[CH:30][N:29]=[C:28]([C:32]([NH2:34])=[O:33])[C:27]=2[Cl:35])=[CH:23][CH:22]=1.C1C=NC2N(O)N=NC=2C=1.CCN=C=NCCCN(C)C.